Dataset: Full USPTO retrosynthesis dataset with 1.9M reactions from patents (1976-2016). Task: Predict the reactants needed to synthesize the given product. (1) Given the product [F:27][C:26]([F:28])([F:29])[O:25][C:22]1[CH:23]=[CH:24][C:19]([CH2:18][O:1][CH:2]2[CH2:3][CH2:4][N:5]([C:8]([O:10][C:11]([CH3:14])([CH3:13])[CH3:12])=[O:9])[CH2:6][CH2:7]2)=[CH:20][CH:21]=1, predict the reactants needed to synthesize it. The reactants are: [OH:1][CH:2]1[CH2:7][CH2:6][N:5]([C:8]([O:10][C:11]([CH3:14])([CH3:13])[CH3:12])=[O:9])[CH2:4][CH2:3]1.[H-].[Na+].Br[CH2:18][C:19]1[CH:24]=[CH:23][C:22]([O:25][C:26]([F:29])([F:28])[F:27])=[CH:21][CH:20]=1. (2) Given the product [C:26]1([C:34]2[CH:39]=[CH:38][CH:37]=[CH:36][CH:35]=2)[CH:31]=[CH:30][C:29]([C:32]2[NH:13][N:14]=[C:15]([CH3:17])[CH:16]=2)=[CH:28][CH:27]=1, predict the reactants needed to synthesize it. The reactants are: [H-].[Na+].S([NH:13][N:14]=[C:15]([CH2:17]P(OCC)(OCC)=O)[CH3:16])(C1C=CC(C)=CC=1)(=O)=O.[C:26]1([C:34]2[CH:39]=[CH:38][CH:37]=[CH:36][CH:35]=2)[CH:31]=[CH:30][C:29]([CH:32]=O)=[CH:28][CH:27]=1. (3) The reactants are: [C:1]([O:6]CC)(=O)[CH:2]=[N:3][OH:4].[CH:9]12[CH2:19][CH:14]3[CH2:15][CH:16]([CH2:18][CH:11]([N:12]([CH2:20][CH2:21][NH2:22])[CH2:13]3)[CH2:10]1)[CH2:17]2. Given the product [CH:9]12[CH2:19][CH:14]3[CH2:15][CH:16]([CH2:18][CH:11]([N:12]([CH2:20][CH2:21][NH:22][C:1](=[O:6])[CH:2]=[N:3][OH:4])[CH2:13]3)[CH2:10]1)[CH2:17]2, predict the reactants needed to synthesize it. (4) Given the product [C:1]([N:5]1[CH:9]=[C:8]([C:10]2[N:15]=[C:14]([O:16][C@@H:24]([C@H:26]3[CH2:30][N:29]([C@@H:31]([C:33]4[CH:34]=[CH:35][C:36]([O:39][CH3:40])=[CH:37][CH:38]=4)[CH3:32])[C:28](=[O:41])[CH2:27]3)[CH3:25])[C:13]3[N:17]([CH:20]([F:21])[F:22])[CH:18]=[N:19][C:12]=3[CH:11]=2)[CH:7]=[N:6]1)([CH3:4])([CH3:2])[CH3:3], predict the reactants needed to synthesize it. The reactants are: [C:1]([N:5]1[CH:9]=[C:8]([C:10]2[NH:15][C:14](=[O:16])[C:13]3[N:17]([CH:20]([F:22])[F:21])[CH:18]=[N:19][C:12]=3[CH:11]=2)[CH:7]=[N:6]1)([CH3:4])([CH3:3])[CH3:2].O[C@H:24]([C@H:26]1[CH2:30][N:29]([C@@H:31]([C:33]2[CH:38]=[CH:37][C:36]([O:39][CH3:40])=[CH:35][CH:34]=2)[CH3:32])[C:28](=[O:41])[CH2:27]1)[CH3:25].C1C=CC(P(C2C=CC=CC=2)C2C=CC=CC=2)=CC=1.CCOC(/N=N/C(OCC)=O)=O. (5) Given the product [Cl:1][C:2]1[CH:3]=[C:4]2[C:8]([C:7](=[O:11])[N:6]([C:12]3[C:21]4[CH2:20][CH2:19][CH2:18][C:17](=[O:22])[C:16]=4[CH:15]=[N:14][CH:13]=3)[C:5]2([CH3:30])[CH3:29])=[CH:9][CH:10]=1, predict the reactants needed to synthesize it. The reactants are: [Cl:1][C:2]1[CH:3]=[C:4]2[C:8](=[CH:9][CH:10]=1)[C:7](=[O:11])[N:6]([C:12]1[C:21]3[CH2:20][CH2:19][CH2:18][C:17]4(OCC(C)(C)C[O:22]4)[C:16]=3[CH:15]=[N:14][CH:13]=1)[C:5]2([CH3:30])[CH3:29].Cl.O1CCOCC1. (6) Given the product [CH2:1]([C:3]1[CH:4]=[CH:5][C:6]([N:9]2[C:13]([CH2:14][OH:15])=[CH:12][N:11]=[CH:10]2)=[CH:7][CH:8]=1)[CH3:2], predict the reactants needed to synthesize it. The reactants are: [CH2:1]([C:3]1[CH:8]=[CH:7][C:6]([N:9]2[C:13]([C:14](OCC)=[O:15])=[CH:12][N:11]=[CH:10]2)=[CH:5][CH:4]=1)[CH3:2].[H-].[Al+3].[Li+].[H-].[H-].[H-].C(C(C(C([O-])=O)O)O)([O-])=O.[K+].[K+]. (7) Given the product [F:1][C:2]1[C:7]([F:8])=[CH:6][C:5]([F:9])=[C:4]([NH:12][NH2:13])[N:3]=1, predict the reactants needed to synthesize it. The reactants are: [F:1][C:2]1[C:7]([F:8])=[CH:6][C:5]([F:9])=[C:4](F)[N:3]=1.O.[NH2:12][NH2:13].C(O)CC.